From a dataset of Forward reaction prediction with 1.9M reactions from USPTO patents (1976-2016). Predict the product of the given reaction. (1) Given the reactants [Cl:1][C:2]1[CH:3]=[C:4]2[C:9](=[C:10]([Cl:12])[CH:11]=1)[CH2:8][N:7]([CH3:13])[CH2:6][CH:5]2[C:14]1[CH:15]=[C:16]([S:20](Cl)(=[O:22])=[O:21])[CH:17]=[CH:18][CH:19]=1.CCN(C(C)C)C(C)C.[N:33]([CH2:36][CH2:37][O:38][CH2:39][CH2:40][O:41][CH2:42][CH2:43][O:44][CH2:45][CH2:46][NH2:47])=[N+:34]=[N-:35], predict the reaction product. The product is: [N:33]([CH2:36][CH2:37][O:38][CH2:39][CH2:40][O:41][CH2:42][CH2:43][O:44][CH2:45][CH2:46][NH:47][S:20]([C:16]1[CH:17]=[CH:18][CH:19]=[C:14]([CH:5]2[C:4]3[C:9](=[C:10]([Cl:12])[CH:11]=[C:2]([Cl:1])[CH:3]=3)[CH2:8][N:7]([CH3:13])[CH2:6]2)[CH:15]=1)(=[O:22])=[O:21])=[N+:34]=[N-:35]. (2) Given the reactants [N+:1]([C:4]1[CH:9]=[CH:8][C:7]([O:10]N)=[CH:6][CH:5]=1)([O-:3])=[O:2].[OH:12][C:13]1[CH:18]=[CH:17][C:16]([C:19](=[O:27])[CH2:20][C:21](=O)[CH2:22][CH2:23][CH2:24][CH3:25])=[CH:15][CH:14]=1, predict the reaction product. The product is: [CH2:22]([C:21]1[O:10][C:7]2[CH:8]=[CH:9][C:4]([N+:1]([O-:3])=[O:2])=[CH:5][C:6]=2[C:20]=1[C:19](=[O:27])[C:16]1[CH:17]=[CH:18][C:13]([OH:12])=[CH:14][CH:15]=1)[CH2:23][CH2:24][CH3:25]. (3) Given the reactants C[C@@H]1O[C@@H](O[C@@H:9]2[C:14]3=C(O)[C:16]4[C:28](=O)C5C(=CC=CC=5OC)C(=O)[C:17]=4[C:18](O)=[C:13]3[CH2:12][C@@:11](O)([C:33]([CH2:35]O)=O)[CH2:10]2)C[C@H](N)[C@@H]1O.Cl.[CH3:41][C@@H:42]1O[C@@H](O[C@@H:42]2[C:41]3C(O)=C4C(=O)C5C=CC=CC=5C(=O)C4=C(O)C=3C[C@@:44](O)(C(C)=O)[CH2:43]2)C[C@H:44](N)[C@@H:43]1O, predict the reaction product. The product is: [CH:41]1[C:16]2[C:28]3=[C:12]4[C:13](=[CH:18][CH:17]=2)[CH:14]=[CH:9][CH:10]=[C:11]4[CH:33]=[CH:35][C:44]3=[CH:43][CH:42]=1. (4) Given the reactants [CH3:1][O:2][C:3]1[CH:4]=[C:5]([C:9]2([OH:19])[CH2:18][CH2:17][C:12]3(OCC[O:13]3)[CH2:11][CH2:10]2)[CH:6]=[CH:7][CH:8]=1.O.C(=O)([O-])O.[Na+], predict the reaction product. The product is: [OH:19][C:9]1([C:5]2[CH:6]=[CH:7][CH:8]=[C:3]([O:2][CH3:1])[CH:4]=2)[CH2:10][CH2:11][C:12](=[O:13])[CH2:17][CH2:18]1. (5) Given the reactants [Br:1][CH:2]([CH2:6][CH:7]1[CH2:12][CH2:11][CH2:10][CH2:9][CH2:8]1)[C:3](Cl)=[O:4].[NH2:13][C:14]1[S:15][CH:16]=[C:17]([CH2:19][C:20]([O:22][CH2:23][CH3:24])=[O:21])[N:18]=1, predict the reaction product. The product is: [CH2:23]([O:22][C:20](=[O:21])[CH2:19][C:17]1[N:18]=[C:14]([NH:13][C:3](=[O:4])[CH:2]([Br:1])[CH2:6][CH:7]2[CH2:12][CH2:11][CH2:10][CH2:9][CH2:8]2)[S:15][CH:16]=1)[CH3:24].